From a dataset of Reaction yield outcomes from USPTO patents with 853,638 reactions. Predict the reaction yield, written as a fraction of the theoretical maximum amount of product (1.0 means a 100% yield; for example, 0.34 means a 34% yield). (1) The catalyst is C1COCC1.[Cl-].[NH4+].O. The product is [CH2:25]([NH:24][C:22](=[O:23])[C@H:21]([C:29]1[CH:30]=[CH:31][CH:32]=[CH:33][CH:34]=1)[CH2:20][OH:19])[CH2:26][CH:27]=[CH2:28]. The yield is 0.890. The reactants are C1C2C(=CC=CC=2)C=CC=1.[Li].C([O:19][CH2:20][C@@H:21]([C:29]1[CH:34]=[CH:33][CH:32]=[CH:31][CH:30]=1)[C:22]([NH:24][CH2:25][CH2:26][CH:27]=[CH2:28])=[O:23])C1C=CC=CC=1. (2) The product is [CH3:1][O:2][C:3]([C:5]1[C:14]2[C:9](=[CH:10][C:11]([O:16][CH3:17])=[C:12]([O:15][CH2:32][CH2:31][C:22]3[CH:23]=[CH:24][C:25]4[C:30](=[CH:29][CH:28]=[CH:27][CH:26]=4)[N:21]=3)[CH:13]=2)[C:8](=[O:18])[N:7]([CH2:19][CH3:20])[CH:6]=1)=[O:4]. The reactants are [CH3:1][O:2][C:3]([C:5]1[C:14]2[C:9](=[CH:10][C:11]([O:16][CH3:17])=[C:12]([OH:15])[CH:13]=2)[C:8](=[O:18])[N:7]([CH2:19][CH3:20])[CH:6]=1)=[O:4].[N:21]1[C:30]2[C:25](=[CH:26][CH:27]=[CH:28][CH:29]=2)[CH:24]=[CH:23][C:22]=1[CH2:31][CH2:32]O.C1C=CC(P(C2C=CC=CC=2)C2C=CC=CC=2)=CC=1.CCOC(/N=N/C(OCC)=O)=O. The catalyst is C1COCC1.CCOC(C)=O. The yield is 0.473. (3) The reactants are [O-]CC.[Na+].CCO[C:8]([CH2:10][C:11]([C:13]1[CH:18]=[CH:17][CH:16]=[CH:15][CH:14]=1)=O)=[O:9].Cl.[C:20]([NH2:23])(=[NH:22])[CH3:21]. No catalyst specified. The product is [CH3:21][C:20]1[NH:23][C:8](=[O:9])[CH:10]=[C:11]([C:13]2[CH:14]=[CH:15][CH:16]=[CH:17][CH:18]=2)[N:22]=1. The yield is 0.210.